From a dataset of Merck oncology drug combination screen with 23,052 pairs across 39 cell lines. Regression. Given two drug SMILES strings and cell line genomic features, predict the synergy score measuring deviation from expected non-interaction effect. (1) Drug 1: CC(C)CC(NC(=O)C(Cc1ccccc1)NC(=O)c1cnccn1)B(O)O. Drug 2: Cn1c(=O)n(-c2ccc(C(C)(C)C#N)cc2)c2c3cc(-c4cnc5ccccc5c4)ccc3ncc21. Cell line: CAOV3. Synergy scores: synergy=-2.71. (2) Drug 1: CCC1(O)CC2CN(CCc3c([nH]c4ccccc34)C(C(=O)OC)(c3cc4c(cc3OC)N(C)C3C(O)(C(=O)OC)C(OC(C)=O)C5(CC)C=CCN6CCC43C65)C2)C1. Drug 2: Cn1nnc2c(C(N)=O)ncn2c1=O. Cell line: NCIH2122. Synergy scores: synergy=-73.2. (3) Drug 1: Nc1ccn(C2OC(CO)C(O)C2(F)F)c(=O)n1. Drug 2: CCc1cnn2c(NCc3ccc[n+]([O-])c3)cc(N3CCCCC3CCO)nc12. Cell line: OVCAR3. Synergy scores: synergy=-27.9. (4) Drug 1: COC12C(COC(N)=O)C3=C(C(=O)C(C)=C(N)C3=O)N1CC1NC12. Drug 2: NC(=O)c1cccc2cn(-c3ccc(C4CCCNC4)cc3)nc12. Cell line: COLO320DM. Synergy scores: synergy=4.75.